The task is: Regression. Given two drug SMILES strings and cell line genomic features, predict the synergy score measuring deviation from expected non-interaction effect.. This data is from NCI-60 drug combinations with 297,098 pairs across 59 cell lines. (1) Drug 1: C1=NC2=C(N=C(N=C2N1C3C(C(C(O3)CO)O)O)F)N. Drug 2: CC=C1C(=O)NC(C(=O)OC2CC(=O)NC(C(=O)NC(CSSCCC=C2)C(=O)N1)C(C)C)C(C)C. Cell line: CCRF-CEM. Synergy scores: CSS=52.2, Synergy_ZIP=0.455, Synergy_Bliss=0.555, Synergy_Loewe=-18.8, Synergy_HSA=0.208. (2) Drug 1: CC12CCC(CC1=CCC3C2CCC4(C3CC=C4C5=CN=CC=C5)C)O. Drug 2: CS(=O)(=O)C1=CC(=C(C=C1)C(=O)NC2=CC(=C(C=C2)Cl)C3=CC=CC=N3)Cl. Cell line: NCI-H226. Synergy scores: CSS=8.04, Synergy_ZIP=-2.74, Synergy_Bliss=3.06, Synergy_Loewe=0.778, Synergy_HSA=1.68. (3) Drug 1: CC(C1=C(C=CC(=C1Cl)F)Cl)OC2=C(N=CC(=C2)C3=CN(N=C3)C4CCNCC4)N. Drug 2: CN1C2=C(C=C(C=C2)N(CCCl)CCCl)N=C1CCCC(=O)O.Cl. Cell line: A498. Synergy scores: CSS=7.00, Synergy_ZIP=-0.280, Synergy_Bliss=3.21, Synergy_Loewe=-0.841, Synergy_HSA=2.46. (4) Drug 1: CC1CCC2CC(C(=CC=CC=CC(CC(C(=O)C(C(C(=CC(C(=O)CC(OC(=O)C3CCCCN3C(=O)C(=O)C1(O2)O)C(C)CC4CCC(C(C4)OC)O)C)C)O)OC)C)C)C)OC. Drug 2: C1CC(=O)NC(=O)C1N2C(=O)C3=CC=CC=C3C2=O. Cell line: UACC-257. Synergy scores: CSS=1.49, Synergy_ZIP=-0.286, Synergy_Bliss=-1.44, Synergy_Loewe=0.593, Synergy_HSA=-2.59. (5) Drug 1: CC1=C2C(C(=O)C3(C(CC4C(C3C(C(C2(C)C)(CC1OC(=O)C(C(C5=CC=CC=C5)NC(=O)OC(C)(C)C)O)O)OC(=O)C6=CC=CC=C6)(CO4)OC(=O)C)OC)C)OC. Drug 2: CCC1=CC2CC(C3=C(CN(C2)C1)C4=CC=CC=C4N3)(C5=C(C=C6C(=C5)C78CCN9C7C(C=CC9)(C(C(C8N6C)(C(=O)OC)O)OC(=O)C)CC)OC)C(=O)OC.C(C(C(=O)O)O)(C(=O)O)O. Cell line: HCT-15. Synergy scores: CSS=79.0, Synergy_ZIP=24.6, Synergy_Bliss=23.8, Synergy_Loewe=25.7, Synergy_HSA=27.7. (6) Cell line: RXF 393. Drug 2: CS(=O)(=O)OCCCCOS(=O)(=O)C. Synergy scores: CSS=7.82, Synergy_ZIP=-2.88, Synergy_Bliss=-1.33, Synergy_Loewe=0.355, Synergy_HSA=0.583. Drug 1: C1CC(=O)NC(=O)C1N2CC3=C(C2=O)C=CC=C3N.